Task: Predict which catalyst facilitates the given reaction.. Dataset: Catalyst prediction with 721,799 reactions and 888 catalyst types from USPTO (1) Reactant: Br[C:2]1[S:3][CH:4]=[C:5]([C:7]2[CH:12]=[CH:11][CH:10]=[C:9]([F:13])[C:8]=2[F:14])[N:6]=1.[N:15]1([C:21]([O:23][C:24]([CH3:27])([CH3:26])[CH3:25])=[O:22])[CH2:20][CH2:19][NH:18][CH2:17][CH2:16]1.C(=O)([O-])[O-].[K+].[K+].O. Product: [F:14][C:8]1[C:9]([F:13])=[CH:10][CH:11]=[CH:12][C:7]=1[C:5]1[N:6]=[C:2]([N:18]2[CH2:17][CH2:16][N:15]([C:21]([O:23][C:24]([CH3:27])([CH3:26])[CH3:25])=[O:22])[CH2:20][CH2:19]2)[S:3][CH:4]=1. The catalyst class is: 9. (2) Reactant: [Cl:1][C:2]1[CH:7]=[CH:6][CH:5]=[C:4]([Cl:8])[C:3]=1[CH2:9][S:10]([C:13]1[CH:14]=[C:15]2[C:19](=[CH:20][CH:21]=1)[NH:18][C:17](=[O:22])[CH2:16]2)(=[O:12])=[O:11].[C:23]([N:26]1[CH2:31][CH2:30][N:29]([CH2:32][C:33]2[C:34]([CH3:41])=[C:35]([CH:39]=O)[NH:36][C:37]=2[CH3:38])[CH2:28][CH2:27]1)(=[O:25])[CH3:24]. Product: [C:23]([N:26]1[CH2:31][CH2:30][N:29]([CH2:32][C:33]2[C:34]([CH3:41])=[C:35](/[CH:39]=[C:16]3\[C:17](=[O:22])[NH:18][C:19]4[C:15]\3=[CH:14][C:13]([S:10]([CH2:9][C:3]3[C:2]([Cl:1])=[CH:7][CH:6]=[CH:5][C:4]=3[Cl:8])(=[O:12])=[O:11])=[CH:21][CH:20]=4)[NH:36][C:37]=2[CH3:38])[CH2:28][CH2:27]1)(=[O:25])[CH3:24]. The catalyst class is: 360. (3) Reactant: [C:1]([C:5]1[O:9][C:8](=[O:10])[O:7][C:6]=1[CH2:11]O)([CH3:4])([CH3:3])[CH3:2].C(Br)(Br)(Br)[Br:14].C1(P(C2C=CC=CC=2)C2C=CC=CC=2)C=CC=CC=1. Product: [Br:14][CH2:11][C:6]1[O:7][C:8](=[O:10])[O:9][C:5]=1[C:1]([CH3:4])([CH3:3])[CH3:2]. The catalyst class is: 2. (4) Reactant: [CH2:1]([O:8][C:9]1[CH:18]=[C:17]2[C:12]([C:13](O)=[C:14]([N+:19]([O-:21])=[O:20])[CH:15]=[N:16]2)=[CH:11][CH:10]=1)[C:2]1[CH:7]=[CH:6][CH:5]=[CH:4][CH:3]=1.P(Cl)(Cl)(Cl)=O.C(N(CC)CC)C.[O:35]1[CH2:40][CH2:39][CH:38]([CH2:41][NH2:42])[CH2:37][CH2:36]1. Product: [CH2:1]([O:8][C:9]1[CH:18]=[C:17]2[C:12]([C:13]([NH:42][CH2:41][CH:38]3[CH2:39][CH2:40][O:35][CH2:36][CH2:37]3)=[C:14]([N+:19]([O-:21])=[O:20])[CH:15]=[N:16]2)=[CH:11][CH:10]=1)[C:2]1[CH:7]=[CH:6][CH:5]=[CH:4][CH:3]=1. The catalyst class is: 174. (5) Reactant: [CH3:1][O:2][C:3]1[CH:17]=[C:16]([O:18][CH3:19])[CH:15]=[CH:14][C:4]=1[CH2:5][N:6]1[C:10](=[O:11])[CH2:9][NH:8][S:7]1(=[O:13])=[O:12].[C:20]([O:24][C:25](=[O:36])[NH:26][CH2:27][C:28]1[CH:33]=[CH:32][C:31]([CH2:34]O)=[CH:30][CH:29]=1)([CH3:23])([CH3:22])[CH3:21].C1(P(C2C=CC=CC=2)C2C=CC=CC=2)C=CC=CC=1.N(C(OCC)=O)=NC(OCC)=O. Product: [C:20]([O:24][C:25](=[O:36])[NH:26][CH2:27][C:28]1[CH:29]=[CH:30][C:31]([CH2:34][N:8]2[CH2:9][C:10](=[O:11])[N:6]([CH2:5][C:4]3[CH:14]=[CH:15][C:16]([O:18][CH3:19])=[CH:17][C:3]=3[O:2][CH3:1])[S:7]2(=[O:13])=[O:12])=[CH:32][CH:33]=1)([CH3:23])([CH3:22])[CH3:21]. The catalyst class is: 1. (6) Reactant: [C:1]([N:4]1[CH2:9][CH2:8][N:7]([C:10]2[CH:11]=[N:12][C:13]([CH2:16][CH2:17][C:18]3[CH:23]=[CH:22][C:21]([CH2:24][N:25]=[N+]=[N-])=[CH:20][CH:19]=3)=[CH:14][CH:15]=2)[CH2:6][CH2:5]1)(=[O:3])[CH3:2].CO. Product: [C:1]([N:4]1[CH2:5][CH2:6][N:7]([C:10]2[CH:15]=[CH:14][C:13]([CH2:16][CH2:17][C:18]3[CH:19]=[CH:20][C:21]([CH2:24][NH2:25])=[CH:22][CH:23]=3)=[N:12][CH:11]=2)[CH2:8][CH2:9]1)(=[O:3])[CH3:2]. The catalyst class is: 586. (7) Reactant: [Br:1][C:2]1[CH:7]=[C:6]([CH3:8])[C:5]([NH:9][C:10]2[C:11]([NH2:16])=[CH:12][CH:13]=[CH:14][CH:15]=2)=[C:4]([CH3:17])[CH:3]=1.C1N=CN([C:23](N2C=NC=C2)=[O:24])C=1. Product: [Br:1][C:2]1[CH:3]=[C:4]([CH3:17])[C:5]([N:9]2[C:10]3[CH:15]=[CH:14][CH:13]=[CH:12][C:11]=3[NH:16][C:23]2=[O:24])=[C:6]([CH3:8])[CH:7]=1. The catalyst class is: 20. (8) Reactant: [CH2:1]([NH:8][N:9]1[C:21]2[C:20]3[CH:19]=[CH:18][CH:17]=[CH:16][C:15]=3[N+:14]([O-])=[CH:13][C:12]=2[N:11]=[C:10]1[CH2:23][CH2:24][CH2:25][CH3:26])[C:2]1[CH:7]=[CH:6][CH:5]=[CH:4][CH:3]=1.[NH4+:27].[OH-].C1(C)C=CC(S(Cl)(=O)=O)=CC=1.C(Cl)Cl. Product: [CH2:1]([NH:8][N:9]1[C:21]2[C:20]3[CH:19]=[CH:18][CH:17]=[CH:16][C:15]=3[N:14]=[C:13]([NH2:27])[C:12]=2[N:11]=[C:10]1[CH2:23][CH2:24][CH2:25][CH3:26])[C:2]1[CH:7]=[CH:6][CH:5]=[CH:4][CH:3]=1. The catalyst class is: 26.